From a dataset of Full USPTO retrosynthesis dataset with 1.9M reactions from patents (1976-2016). Predict the reactants needed to synthesize the given product. (1) Given the product [Br:1][C:2]1[CH:3]=[C:4]([CH:8]2[C:15]3[CH:14]=[C:13]([C:16]([OH:18])=[O:17])[NH:12][C:11]=3[CH2:10][CH2:9]2)[CH:5]=[CH:6][CH:7]=1, predict the reactants needed to synthesize it. The reactants are: [Br:1][C:2]1[CH:3]=[C:4]([CH:8]2[C:15]3[CH:14]=[C:13]([C:16]([O:18]C)=[O:17])[NH:12][C:11]=3[CH2:10][CH2:9]2)[CH:5]=[CH:6][CH:7]=1.[OH-].[Li+].C1COCC1. (2) Given the product [NH2:11][C:10]1[C:2]([F:1])=[C:3]2[C:7](=[CH:8][CH:9]=1)[C:6](=[O:15])[CH2:5][CH2:4]2, predict the reactants needed to synthesize it. The reactants are: [F:1][C:2]1[C:10]([NH:11]C(=O)C)=[CH:9][CH:8]=[C:7]2[C:3]=1[CH2:4][CH2:5][C:6]2=[O:15].[OH-].[Na+].